From a dataset of Catalyst prediction with 721,799 reactions and 888 catalyst types from USPTO. Predict which catalyst facilitates the given reaction. (1) Reactant: [C:1]([C:3]1[CH:26]=[CH:25][C:6]([O:7][C:8]2[CH:13]=[CH:12][C:11]([C:14]3[N:19]=[C:18]([C:20]([OH:22])=[O:21])[CH:17]=[C:16]([CH:23]=[CH2:24])[N:15]=3)=[CH:10][CH:9]=2)=[CH:5][C:4]=1[C:27]([F:30])([F:29])[F:28])#[N:2].[C:31](=O)([O-])[O-].[K+].[K+].IC. Product: [C:1]([C:3]1[CH:26]=[CH:25][C:6]([O:7][C:8]2[CH:13]=[CH:12][C:11]([C:14]3[N:19]=[C:18]([C:20]([O:22][CH3:31])=[O:21])[CH:17]=[C:16]([CH:23]=[CH2:24])[N:15]=3)=[CH:10][CH:9]=2)=[CH:5][C:4]=1[C:27]([F:30])([F:29])[F:28])#[N:2]. The catalyst class is: 18. (2) The catalyst class is: 7. Product: [F:30][C:7]1[C:11]([C:12]2[CH:17]=[CH:16][CH:15]=[CH:14][CH:13]=2)=[CH:10][N:9]([CH3:18])[C:8]=1[CH3:19]. Reactant: C([Li])CCC.Br[C:7]1[C:11]([C:12]2[CH:17]=[CH:16][CH:15]=[CH:14][CH:13]=2)=[CH:10][N:9]([CH3:18])[C:8]=1[CH3:19].C1C=CC(S(N(S(C2C=CC=CC=2)(=O)=O)[F:30])(=O)=O)=CC=1. (3) Reactant: C([Li])CCC.I[C:7]1[CH:8]=[N:9][N:10]2[C:15]([N:16]([CH3:23])[C:17]3[CH:22]=[CH:21][CH:20]=[CH:19][CH:18]=3)=[N:14][C:13]([CH2:24][CH2:25][CH3:26])=[N:12][C:11]=12.[Cl:27][C:28]1[CH:35]=[CH:34][CH:33]=[CH:32][C:29]=1[CH:30]=[O:31]. The catalyst class is: 299. Product: [Cl:27][C:28]1[CH:35]=[CH:34][CH:33]=[CH:32][C:29]=1[CH:30]([OH:31])[C:7]1[CH:8]=[N:9][N:10]2[C:15]([N:16]([CH3:23])[C:17]3[CH:22]=[CH:21][CH:20]=[CH:19][CH:18]=3)=[N:14][C:13]([CH2:24][CH2:25][CH3:26])=[N:12][C:11]=12. (4) Reactant: [Cl:1][C:2]1[C:11]2[C:6](=[CH:7][C:8]([CH3:12])=[CH:9][CH:10]=2)[N:5]=[CH:4][N:3]=1.[Br:13]N1C(=O)CCC1=O.C(OOC(=O)C1C=CC=CC=1)(=O)C1C=CC=CC=1. Product: [Br:13][CH2:12][C:8]1[CH:7]=[C:6]2[C:11]([C:2]([Cl:1])=[N:3][CH:4]=[N:5]2)=[CH:10][CH:9]=1. The catalyst class is: 53. (5) Product: [CH2:1]([C:5]1[CH:10]=[C:9]([C:11](=[O:14])[CH2:12][CH2:13][Cl:17])[CH:8]=[CH:7][CH:6]=1)[CH2:2][CH2:3][CH3:4]. The catalyst class is: 463. Reactant: [CH2:1]([C:5]1[CH:10]=[CH:9][CH:8]=[CH:7][CH:6]=1)[CH2:2][CH2:3][CH3:4].[C:11](Cl)(=[O:14])[CH2:12][CH3:13].[Al+3].[Cl-:17].[Cl-].[Cl-].Cl.